Predict the reaction yield, written as a fraction of the theoretical maximum amount of product (1.0 means a 100% yield; for example, 0.34 means a 34% yield). From a dataset of Reaction yield outcomes from USPTO patents with 853,638 reactions. (1) The reactants are [CH2:1]([O:8][C:9]1[CH:17]=[CH:16][C:12]([C:13](O)=[O:14])=[CH:11][C:10]=1[C:18]([NH:20][C:21]1[CH:26]=[C:25]([C:27]([F:30])([F:29])[F:28])[CH:24]=[C:23]([C:31]([F:34])([F:33])[F:32])[CH:22]=1)=[O:19])[C:2]1[CH:7]=[CH:6][CH:5]=[CH:4][CH:3]=1.[CH2:35]([CH:42]1[CH2:47][CH2:46][NH:45][CH2:44][CH2:43]1)[C:36]1[CH:41]=[CH:40][CH:39]=[CH:38][CH:37]=1. No catalyst specified. The product is [CH2:1]([O:8][C:9]1[CH:17]=[CH:16][C:12]([C:13]([N:45]2[CH2:46][CH2:47][CH:42]([CH2:35][C:36]3[CH:41]=[CH:40][CH:39]=[CH:38][CH:37]=3)[CH2:43][CH2:44]2)=[O:14])=[CH:11][C:10]=1[C:18]([NH:20][C:21]1[CH:22]=[C:23]([C:31]([F:34])([F:32])[F:33])[CH:24]=[C:25]([C:27]([F:28])([F:30])[F:29])[CH:26]=1)=[O:19])[C:2]1[CH:3]=[CH:4][CH:5]=[CH:6][CH:7]=1. The yield is 0.767. (2) The reactants are [ClH:1].[CH2:2]([S:4]([N:7]1[CH:11]=[CH:10][CH:9]=[C:8]1[CH2:12][NH:13]C(=O)OC(C)(C)C)(=[O:6])=[O:5])[CH3:3]. The catalyst is C(OCC)(=O)C. The product is [ClH:1].[CH2:2]([S:4]([N:7]1[CH:11]=[CH:10][CH:9]=[C:8]1[CH2:12][NH2:13])(=[O:5])=[O:6])[CH3:3]. The yield is 0.910. (3) The reactants are [Cl:1][C:2]1[CH:7]=[C:6]([O:8][CH3:9])[C:5](I)=[CH:4][C:3]=1[C:11]1[CH:16]=[CH:15][CH:14]=[C:13]([F:17])[CH:12]=1.[B:18](OC(C)C)([O:23]C(C)C)[O:19]C(C)C.C([Li])CCC. The catalyst is C1COCC1. The product is [Cl:1][C:2]1[C:3]([C:11]2[CH:16]=[CH:15][CH:14]=[C:13]([F:17])[CH:12]=2)=[CH:4][C:5]([B:18]([OH:23])[OH:19])=[C:6]([O:8][CH3:9])[CH:7]=1. The yield is 0.643. (4) The reactants are Br[C:2]1[CH:7]=[C:6]([Cl:8])[C:5]([C:9]([N:11]2[C:19]3[CH:18]=[CH:17][N:16]=[CH:15][C:14]=3[CH:13]=[CH:12]2)=[O:10])=[C:4]([Cl:20])[CH:3]=1.[N-:21]=[N+]=[N-].[Na+].CNCCNC. The catalyst is C(O)C.O.[Cu](I)I. The product is [NH2:21][C:2]1[CH:7]=[C:6]([Cl:8])[C:5]([C:9]([N:11]2[C:19]3[CH:18]=[CH:17][N:16]=[CH:15][C:14]=3[CH:13]=[CH:12]2)=[O:10])=[C:4]([Cl:20])[CH:3]=1. The yield is 0.450. (5) The reactants are FC(F)(F)S(O[C:7]1[CH:12]=[CH:11][C:10]([N+:13]([O-:15])=[O:14])=[C:9]([F:16])[CH:8]=1)(=O)=O.[CH:19]1(B(O)O)[CH2:21][CH2:20]1.ClCCl.C(=O)([O-])[O-].[Cs+].[Cs+].O. The catalyst is C1(C)C=CC=CC=1.C1C=CC(P(C2C=CC=CC=2)[C-]2C=CC=C2)=CC=1.C1C=CC(P(C2C=CC=CC=2)[C-]2C=CC=C2)=CC=1.Cl[Pd]Cl.[Fe+2]. The product is [CH:19]1([C:7]2[CH:12]=[CH:11][C:10]([N+:13]([O-:15])=[O:14])=[C:9]([F:16])[CH:8]=2)[CH2:21][CH2:20]1. The yield is 0.917. (6) The reactants are [CH2:1]([O:3][C:4]([C:6]1[N:7]=[C:8]2[CH:13]=[CH:12][C:11]([C:14]#[N:15])=[CH:10][N:9]2[CH:16]=1)=[O:5])[CH3:2].[C:17]([O:21][C:22](O[C:22]([O:21][C:17]([CH3:20])([CH3:19])[CH3:18])=[O:23])=[O:23])([CH3:20])([CH3:19])[CH3:18]. The catalyst is C(O)C.[Pd]. The product is [C:17]([O:21][C:22]([NH:15][CH2:14][C:11]1[CH:12]=[CH:13][C:8]2[N:9]([CH:16]=[C:6]([C:4]([O:3][CH2:1][CH3:2])=[O:5])[N:7]=2)[CH:10]=1)=[O:23])([CH3:20])([CH3:19])[CH3:18]. The yield is 0.0460.